Dataset: Peptide-MHC class II binding affinity with 134,281 pairs from IEDB. Task: Regression. Given a peptide amino acid sequence and an MHC pseudo amino acid sequence, predict their binding affinity value. This is MHC class II binding data. The peptide sequence is GKVDTGVAVSRGTAK. The MHC is DRB3_0301 with pseudo-sequence DRB3_0301. The binding affinity (normalized) is 0.397.